Dataset: Peptide-MHC class I binding affinity with 185,985 pairs from IEDB/IMGT. Task: Regression. Given a peptide amino acid sequence and an MHC pseudo amino acid sequence, predict their binding affinity value. This is MHC class I binding data. (1) The peptide sequence is DSPATLSAY. The MHC is HLA-A80:01 with pseudo-sequence HLA-A80:01. The binding affinity (normalized) is 0.0847. (2) The peptide sequence is YHRFGLYRL. The MHC is HLA-A26:02 with pseudo-sequence HLA-A26:02. The binding affinity (normalized) is 0.0847. (3) The peptide sequence is FMQEIPTFL. The MHC is HLA-A68:02 with pseudo-sequence HLA-A68:02. The binding affinity (normalized) is 0.109. (4) The peptide sequence is RVHGATVFK. The MHC is HLA-B18:01 with pseudo-sequence HLA-B18:01. The binding affinity (normalized) is 0.0847.